Dataset: Forward reaction prediction with 1.9M reactions from USPTO patents (1976-2016). Task: Predict the product of the given reaction. (1) Given the reactants [F:1][C:2]([F:24])([F:23])[C:3]1[CH:22]=[CH:21][CH:20]=[CH:19][C:4]=1[O:5][CH:6]1[CH2:11][CH2:10][N:9]([C:12]2[S:16][C:15]([C:17]#[N:18])=[N:14][N:13]=2)[CH2:8][CH2:7]1.Cl.[NH2:26][OH:27].C(=O)([O-])[O-].[K+].[K+], predict the reaction product. The product is: [OH:27][N:26]=[C:17]([C:15]1[S:16][C:12]([N:9]2[CH2:10][CH2:11][CH:6]([O:5][C:4]3[CH:19]=[CH:20][CH:21]=[CH:22][C:3]=3[C:2]([F:24])([F:1])[F:23])[CH2:7][CH2:8]2)=[N:13][N:14]=1)[NH2:18]. (2) The product is: [CH3:5][O:6][C:7]1[CH:22]=[C:21]([O:23][CH3:24])[CH:20]=[CH:19][C:8]=1[CH2:9][N:10]1[C:14](=[O:15])[CH2:13][CH:12]([C:16]([O:18][CH3:25])=[O:17])[CH2:11]1. Given the reactants O=S(Cl)Cl.[CH3:5][O:6][C:7]1[CH:22]=[C:21]([O:23][CH3:24])[CH:20]=[CH:19][C:8]=1[CH2:9][N:10]1[C:14](=[O:15])[CH2:13][CH:12]([C:16]([OH:18])=[O:17])[CH2:11]1.[CH3:25]O, predict the reaction product. (3) Given the reactants Br[C:2]1[CH:14]=[CH:13][C:5]([C:6]([NH:8][CH:9]=[N:10][O:11][CH3:12])=[O:7])=[C:4]([CH3:15])[CH:3]=1.[CH:16]([O-])=[O:17].[Na+], predict the reaction product. The product is: [CH:16]([C:2]1[CH:14]=[CH:13][C:5]([C:6]([NH:8][CH:9]=[N:10][O:11][CH3:12])=[O:7])=[C:4]([CH3:15])[CH:3]=1)=[O:17]. (4) Given the reactants Cl[C:2]1[C:9]([O:10][CH2:11][O:12][CH3:13])=[CH:8][C:5]([C:6]#[N:7])=[CH:4][N:3]=1.[B:14]1([OH:24])[C:18]2[CH:19]=[CH:20][C:21]([OH:23])=[CH:22][C:17]=2[CH2:16][O:15]1.C(=O)([O-])[O-].[Cs+].[Cs+], predict the reaction product. The product is: [OH:24][B:14]1[C:18]2[CH:19]=[CH:20][C:21]([O:23][C:2]3[C:9]([O:10][CH2:11][O:12][CH3:13])=[CH:8][C:5]([C:6]#[N:7])=[CH:4][N:3]=3)=[CH:22][C:17]=2[CH2:16][O:15]1. (5) Given the reactants [C:1]([NH:6][C:7]1[NH:8][CH:9]=[C:10]([C:15]2[CH:20]=[CH:19][C:18]([N+:21]([O-])=O)=[CH:17][CH:16]=2)[C:11]=1[C:12]([NH2:14])=[O:13])(=[O:5])[CH2:2][CH2:3][CH3:4].[H][H], predict the reaction product. The product is: [C:1]([NH:6][C:7]1[NH:8][CH:9]=[C:10]([C:15]2[CH:16]=[CH:17][C:18]([NH2:21])=[CH:19][CH:20]=2)[C:11]=1[C:12]([NH2:14])=[O:13])(=[O:5])[CH2:2][CH2:3][CH3:4]. (6) Given the reactants [CH:1]([N:5]1[CH:10]=[C:9]([Cl:11])[N:8]=[C:7](Cl)[C:6]1=[O:13])([CH2:3][CH3:4])[CH3:2].Cl.[CH3:15][O:16][C:17]1[CH:18]=[C:19]2[C:23](=[C:24]([CH3:26])[CH:25]=1)[NH:22][CH2:21][CH2:20]2, predict the reaction product. The product is: [Cl:11][C:9]1[N:8]=[C:7]([N:22]2[C:23]3[C:19](=[CH:18][C:17]([O:16][CH3:15])=[CH:25][C:24]=3[CH3:26])[CH2:20][CH2:21]2)[C:6](=[O:13])[N:5]([CH:1]([CH3:2])[CH2:3][CH3:4])[CH:10]=1.